Dataset: Reaction yield outcomes from USPTO patents with 853,638 reactions. Task: Predict the reaction yield, written as a fraction of the theoretical maximum amount of product (1.0 means a 100% yield; for example, 0.34 means a 34% yield). (1) The reactants are [CH:1]([C:3]1[CH:4]=[C:5]([CH:15]=[CH:16][CH:17]=1)[O:6][C:7]([CH3:14])([CH3:13])[C:8]([O:10]CC)=[O:9])=O.[NH2:18][C:19]1[CH:24]=[CH:23][CH:22]=[CH:21][C:20]=1[SH:25].[OH-].[Na+]. The catalyst is CO. The product is [S:25]1[C:20]2[CH:21]=[CH:22][CH:23]=[CH:24][C:19]=2[N:18]=[C:1]1[C:3]1[CH:4]=[C:5]([CH:15]=[CH:16][CH:17]=1)[O:6][C:7]([CH3:13])([CH3:14])[C:8]([OH:10])=[O:9]. The yield is 0.677. (2) The reactants are CON(C)[C:4](=[O:20])[C:5]1[CH:10]=[CH:9][C:8]([C:11]2[CH:15]=[C:14]([C:16]([F:19])([F:18])[F:17])[O:13][N:12]=2)=[CH:7][CH:6]=1.[C:22]([Mg]Br)([CH3:25])([CH3:24])[CH3:23]. The catalyst is C1COCC1. The product is [CH3:23][C:22]([CH3:25])([CH3:24])[C:4]([C:5]1[CH:6]=[CH:7][C:8]([C:11]2[CH:15]=[C:14]([C:16]([F:17])([F:18])[F:19])[O:13][N:12]=2)=[CH:9][CH:10]=1)=[O:20]. The yield is 0.0700. (3) The reactants are [CH3:1][O:2][C:3]1[CH:8]=[CH:7][C:6]([C:9]2[S:13][C:12]([C:14]([OH:16])=O)=[C:11]([NH:17][C:18]([NH:20][C:21]3[C:26]([CH3:27])=[CH:25][C:24]([CH3:28])=[CH:23][C:22]=3[CH3:29])=[O:19])[CH:10]=2)=[CH:5][CH:4]=1.CN(C(ON1N=NC2C=CC=NC1=2)=[N+](C)C)C.F[P-](F)(F)(F)(F)F.CCN(C(C)C)C(C)C.Cl.[NH2:64][C@H:65]([C:70]([O:72][CH3:73])=[O:71])[C@H:66]([CH2:68][CH3:69])[CH3:67]. The catalyst is CN(C=O)C. The product is [CH3:1][O:2][C:3]1[CH:4]=[CH:5][C:6]([C:9]2[S:13][C:12]([C:14]([NH:64][C@H:65]([C:70]([O:72][CH3:73])=[O:71])[C@H:66]([CH2:68][CH3:69])[CH3:67])=[O:16])=[C:11]([NH:17][C:18]([NH:20][C:21]3[C:22]([CH3:29])=[CH:23][C:24]([CH3:28])=[CH:25][C:26]=3[CH3:27])=[O:19])[CH:10]=2)=[CH:7][CH:8]=1. The yield is 0.710. (4) The reactants are [CH2:1]([O:3][C:4]1[CH:12]=[CH:11][C:7]([C:8]([OH:10])=O)=[CH:6][CH:5]=1)[CH3:2].C1N=CN(C(N2C=NC=C2)=O)C=1.Cl.[NH2:26][CH2:27][C:28]1[CH:29]=[C:30]2[C:34](=[CH:35][CH:36]=1)[C:33](=[O:37])[N:32]([C:38]1([CH3:46])[CH2:43][CH2:42][C:41](=[O:44])[NH:40][C:39]1=[O:45])[C:31]2=[O:47].CCOC(C)=O. The catalyst is CN(C)C=O. The product is [CH2:1]([O:3][C:4]1[CH:5]=[CH:6][C:7]([C:8]([NH:26][CH2:27][C:28]2[CH:29]=[C:30]3[C:34](=[CH:35][CH:36]=2)[C:33](=[O:37])[N:32]([C:38]2([CH3:46])[CH2:43][CH2:42][C:41](=[O:44])[NH:40][C:39]2=[O:45])[C:31]3=[O:47])=[O:10])=[CH:11][CH:12]=1)[CH3:2]. The yield is 0.300. (5) The reactants are [F:1][C:2]1[CH:3]=[CH:4][C:5]([O:15][C:16]([F:19])([F:18])[F:17])=[C:6]2[C:10]=1[N:9]([CH2:11][CH2:12][O:13][CH3:14])[CH:8]=[CH:7]2.[C:20](O[C:20]([C:22]([F:25])([F:24])[F:23])=[O:21])([C:22]([F:25])([F:24])[F:23])=[O:21]. The catalyst is CN(C=O)C. The product is [F:23][C:22]([F:25])([F:24])[C:20]([C:7]1[C:6]2[C:10](=[C:2]([F:1])[CH:3]=[CH:4][C:5]=2[O:15][C:16]([F:19])([F:17])[F:18])[N:9]([CH2:11][CH2:12][O:13][CH3:14])[CH:8]=1)=[O:21]. The yield is 0.890. (6) The product is [CH3:16][N:15]([CH3:17])[CH2:13][CH2:12][CH2:11][CH2:19][C:18]([OH:21])=[O:20]. The reactants are C(OCC1C=[C:13]([N:15]([CH3:17])[CH3:16])[CH:12]=[CH:11]C=1)(=O)CCCC.[C:18]([O:21]CC)(=[O:20])[CH3:19]. The yield is 0.604. The catalyst is [Pd]. (7) The reactants are C([O:8][C:9]1[C:10](=[O:19])[CH:11]=[C:12]([CH:16]([F:18])[F:17])[N:13]([CH3:15])[CH:14]=1)C1C=CC=CC=1. The catalyst is CO.[Pd]. The product is [F:18][CH:16]([F:17])[C:12]1[N:13]([CH3:15])[CH:14]=[C:9]([OH:8])[C:10](=[O:19])[CH:11]=1. The yield is 0.790.